Dataset: Peptide-MHC class I binding affinity with 185,985 pairs from IEDB/IMGT. Task: Regression. Given a peptide amino acid sequence and an MHC pseudo amino acid sequence, predict their binding affinity value. This is MHC class I binding data. (1) The peptide sequence is MELPTGVHA. The MHC is HLA-B40:02 with pseudo-sequence HLA-B40:02. The binding affinity (normalized) is 0.268. (2) The peptide sequence is KIILFLTLI. The MHC is HLA-A02:06 with pseudo-sequence HLA-A02:06. The binding affinity (normalized) is 0.705. (3) The peptide sequence is YEQYIKWPWY. The MHC is HLA-B45:01 with pseudo-sequence HLA-B45:01. The binding affinity (normalized) is 0.422. (4) The peptide sequence is AEFPVGSTA. The MHC is HLA-A69:01 with pseudo-sequence HLA-A69:01. The binding affinity (normalized) is 0.0847. (5) The MHC is HLA-A30:01 with pseudo-sequence HLA-A30:01. The binding affinity (normalized) is 0.987. The peptide sequence is HVKSTLNNA. (6) The MHC is HLA-A33:01 with pseudo-sequence HLA-A33:01. The binding affinity (normalized) is 0. The peptide sequence is RPMTYKAAL. (7) The MHC is HLA-A24:02 with pseudo-sequence HLA-A24:02. The binding affinity (normalized) is 0.954. The peptide sequence is MSPALFFTF. (8) The MHC is HLA-B07:02 with pseudo-sequence HLA-B07:02. The binding affinity (normalized) is 0.900. The peptide sequence is APTRVVAAEM.